This data is from Reaction yield outcomes from USPTO patents with 853,638 reactions. The task is: Predict the reaction yield, written as a fraction of the theoretical maximum amount of product (1.0 means a 100% yield; for example, 0.34 means a 34% yield). (1) The reactants are Br[C:2]1[CH:10]=[C:9]2[C:5]([CH2:6][C:7]3([CH2:19][C:18]4[C:13](=[CH:14][CH:15]=[CH:16][CH:17]=4)[CH2:12]3)[C:8]2=[O:11])=[CH:4][CH:3]=1.[C:20]([C:22]1[CH:23]=[C:24](B(O)O)[CH:25]=[CH:26][CH:27]=1)#[N:21]. The catalyst is O1CCOCC1.C([O-])([O-])=O.[Cs+].[Cs+].Cl[Pd](Cl)([P](C1C=CC=CC=1)(C1C=CC=CC=1)C1C=CC=CC=1)[P](C1C=CC=CC=1)(C1C=CC=CC=1)C1C=CC=CC=1. The product is [O:11]=[C:8]1[C:9]2[C:5](=[CH:4][CH:3]=[C:2]([C:26]3[CH:27]=[C:22]([CH:23]=[CH:24][CH:25]=3)[C:20]#[N:21])[CH:10]=2)[CH2:6][C:7]21[CH2:12][C:13]1[C:18](=[CH:17][CH:16]=[CH:15][CH:14]=1)[CH2:19]2. The yield is 0.100. (2) The catalyst is [OH-].[Na+]. The product is [CH:1]1[CH:2]=[CH:3][C:4]2[NH:9][CH:8]=[C:7]([CH2:10][C:7]3[C:5]4[CH:6]=[CH:1][CH:2]=[CH:3][C:4]=4[NH:9][CH:8]=3)[C:5]=2[CH:6]=1. The yield is 0.770. The reactants are [CH:1]1[CH:2]=[CH:3][C:4]2[NH:9][CH:8]=[C:7]([CH2:10]O)[C:5]=2[CH:6]=1.C(=O)=O. (3) The reactants are [C:1]([O:5][C:6](=[O:27])[CH2:7][C@H:8]([NH:19][CH2:20][C:21]1[CH:26]=[CH:25][CH:24]=[CH:23][CH:22]=1)[C:9]([O:11][CH2:12][C:13]1[CH:18]=[CH:17][CH:16]=[CH:15][CH:14]=1)=[O:10])([CH3:4])([CH3:3])[CH3:2].C([O-])([O-])=O.[K+].[K+].[Na+].[I-].[Cl:36][CH:37]=[C:38]([CH2:40]Cl)[CH3:39]. The catalyst is CC#N. The product is [C:1]([O:5][C:6](=[O:27])[CH2:7][C@H:8]([N:19]([CH2:20][C:21]1[CH:26]=[CH:25][CH:24]=[CH:23][CH:22]=1)[CH2:40][C:38]([CH2:37][Cl:36])=[CH2:39])[C:9]([O:11][CH2:12][C:13]1[CH:18]=[CH:17][CH:16]=[CH:15][CH:14]=1)=[O:10])([CH3:4])([CH3:2])[CH3:3]. The yield is 0.580. (4) The reactants are Cl[C:2]1[C:11]2[C:6](=[CH:7][CH:8]=[C:9]([F:12])[CH:10]=2)[N:5]=[CH:4][CH:3]=1.Cl.[CH3:14][C:15]1([CH2:21][C:22]([O:24][CH3:25])=[O:23])[CH2:20][CH2:19][NH:18][CH2:17][CH2:16]1.CCN(C(C)C)C(C)C. The catalyst is CN1C(=O)CCC1. The product is [F:12][C:9]1[CH:10]=[C:11]2[C:6](=[CH:7][CH:8]=1)[N:5]=[CH:4][CH:3]=[C:2]2[N:18]1[CH2:19][CH2:20][C:15]([CH2:21][C:22]([O:24][CH3:25])=[O:23])([CH3:14])[CH2:16][CH2:17]1. The yield is 0.930. (5) The reactants are [C:1]([N:8]1[CH2:13][CH2:12][N:11]2[CH2:14][C@H:15]([CH2:18][OH:19])[CH2:16][CH2:17][C@H:10]2[CH2:9]1)([O:3][C:4]([CH3:7])([CH3:6])[CH3:5])=[O:2].C(N(CC)CC)C.[CH3:27][S:28](Cl)(=[O:30])=[O:29].[OH-].[Na+]. The catalyst is C(Cl)Cl.O. The product is [C:1]([N:8]1[CH2:13][CH2:12][N:11]2[CH2:14][C@H:15]([CH2:18][O:19][S:28]([CH3:27])(=[O:30])=[O:29])[CH2:16][CH2:17][C@H:10]2[CH2:9]1)([O:3][C:4]([CH3:7])([CH3:6])[CH3:5])=[O:2]. The yield is 1.00. (6) The reactants are N(C(C)=O)(CNC(C)=O)CNC(C)=O.C=O.O.[C:18]([OH:21])(=[O:20])[CH3:19].N(CC(O)=O)CC(O)=O.[C:31]([NH:34][CH2:35][C:36]([OH:38])=[O:37])(=[O:33])[CH3:32]. The catalyst is COCCOC. The product is [C:31]([N:34]([CH2:35][C:36]([OH:38])=[O:37])[CH2:19][C:18]([OH:21])=[O:20])(=[O:33])[CH3:32]. The yield is 0.930. (7) The reactants are [OH:1][CH2:2][Si:3]([CH3:6])([CH3:5])[CH3:4].[C:7]([CH2:9][C:10](O)=[O:11])#[N:8]. The catalyst is C1(C)C=CC=CC=1.S(=O)(=O)(O)O. The product is [C:7]([CH2:9][C:10]([O:1][CH2:2][Si:3]([CH3:6])([CH3:5])[CH3:4])=[O:11])#[N:8]. The yield is 0.690. (8) The reactants are C(OP([CH2:9][C:10]([O:12][CH2:13][CH3:14])=[O:11])(OCC)=O)C.[H-].[Na+].[Cl:17][C:18]1[C:19]([CH2:28][N:29]2[C:33]([CH:34]=O)=[CH:32][C:31]([O:36][CH:37]([CH3:39])[CH3:38])=[N:30]2)=[N:20][CH:21]=[C:22]([C:24]([F:27])([F:26])[F:25])[CH:23]=1.[Cl-].[NH4+]. The catalyst is CN(C)C=O.O1CCCC1. The product is [Cl:17][C:18]1[C:19]([CH2:28][N:29]2[C:33](/[CH:34]=[CH:9]/[C:10]([O:12][CH2:13][CH3:14])=[O:11])=[CH:32][C:31]([O:36][CH:37]([CH3:39])[CH3:38])=[N:30]2)=[N:20][CH:21]=[C:22]([C:24]([F:27])([F:25])[F:26])[CH:23]=1. The yield is 0.830.